From a dataset of Catalyst prediction with 721,799 reactions and 888 catalyst types from USPTO. Predict which catalyst facilitates the given reaction. (1) Reactant: [C:1]([O:5][C:6](=[O:24])[C@@H:7]([NH:18][C:19](=[O:23])[C@@H:20]([NH2:22])[CH3:21])[CH2:8][C:9]1[C:17]2[C:12](=[CH:13][CH:14]=[CH:15][CH:16]=2)[NH:11][CH:10]=1)([CH3:4])([CH3:3])[CH3:2].C(N(CC)C(C)C)(C)C.[Cl:34][C:35]1[C:43]([Cl:44])=[CH:42][CH:41]=[CH:40][C:36]=1[C:37](O)=[O:38].CN(C(ON1N=NC2C=CC=NC1=2)=[N+](C)C)C.F[P-](F)(F)(F)(F)F. Product: [C:1]([O:5][C:6](=[O:24])[C@@H:7]([NH:18][C:19](=[O:23])[C@@H:20]([NH:22][C:37](=[O:38])[C:36]1[CH:40]=[CH:41][CH:42]=[C:43]([Cl:44])[C:35]=1[Cl:34])[CH3:21])[CH2:8][C:9]1[C:17]2[C:12](=[CH:13][CH:14]=[CH:15][CH:16]=2)[NH:11][CH:10]=1)([CH3:2])([CH3:3])[CH3:4]. The catalyst class is: 3. (2) Reactant: [N:1]1[O:2][N:3]=[C:4]2[C:9]([CH:10]=O)=[CH:8][CH:7]=[CH:6][C:5]=12.[NH2:12][C:13]1[CH:17]=[CH:16][NH:15][N:14]=1.[C:18]([N:21]1[CH2:26][CH2:25][CH:24]([C:27](=O)[CH2:28][C:29]#[N:30])[CH2:23][CH2:22]1)(=[O:20])[CH3:19]. Product: [C:18]([N:21]1[CH2:22][CH2:23][CH:24]([C:27]2[NH:12][C:13]3=[N:14][NH:15][CH:16]=[C:17]3[CH:10]([C:9]3[C:4]4[C:5](=[N:1][O:2][N:3]=4)[CH:6]=[CH:7][CH:8]=3)[C:28]=2[C:29]#[N:30])[CH2:25][CH2:26]1)(=[O:20])[CH3:19]. The catalyst class is: 10. (3) Product: [CH3:52][O:51][C:46]1[CH:47]=[CH:48][CH:49]=[CH:50][C:45]=1[CH2:44][N:1]1[CH:5]=[CH:4][C:3]([C:6]2[C:14]3[C:13]([NH:15][C@H:16]([C:18]4[N:23]([C:24]5[CH:25]=[CH:26][CH:27]=[CH:28][CH:29]=5)[C:22](=[O:30])[C:21]5=[C:31]([CH3:34])[CH:32]=[CH:33][N:20]5[N:19]=4)[CH3:17])=[N:12][CH:11]=[N:10][C:9]=3[N:8]([CH2:35][O:36][CH2:37][CH2:38][Si:39]([CH3:40])([CH3:42])[CH3:41])[CH:7]=2)=[N:2]1. Reactant: [NH:1]1[CH:5]=[CH:4][C:3]([C:6]2[C:14]3[C:13]([NH:15][C@H:16]([C:18]4[N:23]([C:24]5[CH:29]=[CH:28][CH:27]=[CH:26][CH:25]=5)[C:22](=[O:30])[C:21]5=[C:31]([CH3:34])[CH:32]=[CH:33][N:20]5[N:19]=4)[CH3:17])=[N:12][CH:11]=[N:10][C:9]=3[N:8]([CH2:35][O:36][CH2:37][CH2:38][Si:39]([CH3:42])([CH3:41])[CH3:40])[CH:7]=2)=[N:2]1.Cl[CH2:44][C:45]1[CH:50]=[CH:49][CH:48]=[CH:47][C:46]=1[O:51][CH3:52].C(=O)([O-])[O-].[Cs+].[Cs+].C(=O)([O-])[O-].[Na+].[Na+]. The catalyst class is: 9. (4) Reactant: [F:1][C:2]([F:35])([F:34])[O:3][C:4]1[CH:33]=[CH:32][C:7]([CH2:8][NH:9][C:10]([C@H:12]2[CH2:17][NH:16][CH2:15][CH2:14][N:13]2[S:18]([C:21]2[CH:26]=[CH:25][C:24]([O:27][C:28]([F:31])([F:30])[F:29])=[CH:23][CH:22]=2)(=[O:20])=[O:19])=[O:11])=[CH:6][CH:5]=1.Br[C:37]1[S:47][C:40]2=[N:41][C:42](=[O:46])[CH:43]=[C:44]([CH3:45])[N:39]2[N:38]=1.C(N(CC)C(C)C)(C)C. The catalyst class is: 8. Product: [F:35][C:2]([F:1])([F:34])[O:3][C:4]1[CH:5]=[CH:6][C:7]([CH2:8][NH:9][C:10]([C@H:12]2[CH2:17][N:16]([C:37]3[S:47][C:40]4=[N:41][C:42](=[O:46])[CH:43]=[C:44]([CH3:45])[N:39]4[N:38]=3)[CH2:15][CH2:14][N:13]2[S:18]([C:21]2[CH:26]=[CH:25][C:24]([O:27][C:28]([F:29])([F:30])[F:31])=[CH:23][CH:22]=2)(=[O:19])=[O:20])=[O:11])=[CH:32][CH:33]=1. (5) Reactant: [N:1]1[CH:6]=[CH:5][CH:4]=[C:3]([C:7]2[CH:8]=[C:9]3[CH:15]=[CH:14][NH:13][C:10]3=[N:11][CH:12]=2)[CH:2]=1.[CH2:16]([O:23][C:24]1[C:25]([F:33])=[C:26]([C:29]([F:32])=[CH:30][CH:31]=1)[CH:27]=[O:28])[C:17]1[CH:22]=[CH:21][CH:20]=[CH:19][CH:18]=1.[OH-].[K+].Cl. Product: [CH2:16]([O:23][C:24]1[C:25]([F:33])=[C:26]([CH:27]([C:15]2[C:9]3[C:10](=[N:11][CH:12]=[C:7]([C:3]4[CH:2]=[N:1][CH:6]=[CH:5][CH:4]=4)[CH:8]=3)[NH:13][CH:14]=2)[OH:28])[C:29]([F:32])=[CH:30][CH:31]=1)[C:17]1[CH:18]=[CH:19][CH:20]=[CH:21][CH:22]=1. The catalyst class is: 24. (6) Reactant: C([O:3][CH:4](OCC)[C:5]1[O:13][C:12]2[C:11]([C:14]3[CH:19]=[CH:18][CH:17]=[C:16]([O:20][C:21]([F:24])([F:23])[F:22])[CH:15]=3)=[CH:10][N:9]=[CH:8][C:7]=2[CH:6]=1)C.Cl.C(=O)(O)[O-].[Na+]. Product: [F:24][C:21]([F:22])([F:23])[O:20][C:16]1[CH:15]=[C:14]([C:11]2[C:12]3[O:13][C:5]([CH:4]=[O:3])=[CH:6][C:7]=3[CH:8]=[N:9][CH:10]=2)[CH:19]=[CH:18][CH:17]=1. The catalyst class is: 7.